This data is from Full USPTO retrosynthesis dataset with 1.9M reactions from patents (1976-2016). The task is: Predict the reactants needed to synthesize the given product. Given the product [F:17][C:13]1[CH:14]=[CH:15][C:16]2[N:8]([C:5]3[N:6]=[CH:7][C:2]([N:26]4[C:27](=[O:31])[CH:28]=[CH:29][CH:30]=[N:25]4)=[CH:3][CH:4]=3)[C:9]3[CH:22]4[CH2:23][CH2:24][N:19]([CH2:18][C:10]=3[C:11]=2[CH:12]=1)[CH2:20][CH2:21]4, predict the reactants needed to synthesize it. The reactants are: Br[C:2]1[CH:3]=[CH:4][C:5]([N:8]2[C:16]3[CH:15]=[CH:14][C:13]([F:17])=[CH:12][C:11]=3[C:10]3[CH2:18][N:19]4[CH2:24][CH2:23][CH:22]([C:9]2=3)[CH2:21][CH2:20]4)=[N:6][CH:7]=1.[N:25]1[NH:26][C:27](=[O:31])[CH:28]=[CH:29][CH:30]=1.C([O-])([O-])=O.[K+].[K+].CNCCNC.